This data is from Forward reaction prediction with 1.9M reactions from USPTO patents (1976-2016). The task is: Predict the product of the given reaction. (1) Given the reactants [CH2:1]([N:8]1[C:12](=O)[C@@H:11]([OH:14])[C@H:10]([OH:15])[C:9]1=O)[C:2]1[CH:7]=[CH:6][CH:5]=[CH:4][CH:3]=1.COC(C)[O-].COC(C)[O-].[H-].[Al+3].[Na+].COCCO[AlH2-]OCCOC.[Na+].[OH-].[NH4+], predict the reaction product. The product is: [CH2:1]([N:8]1[CH2:12][C@@H:11]([OH:14])[C@H:10]([OH:15])[CH2:9]1)[C:2]1[CH:3]=[CH:4][CH:5]=[CH:6][CH:7]=1. (2) The product is: [CH3:39][O:40][C:41]1[CH:42]=[CH:43][C:44]([CH2:47][O:7][C:1]2[CH:6]=[CH:5][CH:4]=[CH:3][CH:2]=2)=[CH:45][N:46]=1. Given the reactants [C:1]1([OH:7])[CH:6]=[CH:5][CH:4]=[CH:3][CH:2]=1.C1C=CC(P(C2C=CC=CC=2)C2C=CC=CC=2)=CC=1.CCOC(/N=N/C(OCC)=O)=O.[CH3:39][O:40][C:41]1[N:46]=[CH:45][C:44]([CH2:47]O)=[CH:43][CH:42]=1, predict the reaction product.